From a dataset of Catalyst prediction with 721,799 reactions and 888 catalyst types from USPTO. Predict which catalyst facilitates the given reaction. (1) Reactant: [CH:1]([C:4]1[N:9]=[CH:8][C:7]([CH2:10][C:11]2[C:19]3[C:14](=[N:15][CH:16]=[CH:17][CH:18]=3)[N:13]([Si](C(C)C)(C(C)C)C(C)C)[CH:12]=2)=[CH:6][CH:5]=1)([CH3:3])[CH3:2].[F-].C([N+](CCCC)(CCCC)CCCC)CCC.O. Product: [CH:1]([C:4]1[N:9]=[CH:8][C:7]([CH2:10][C:11]2[C:19]3[C:14](=[N:15][CH:16]=[CH:17][CH:18]=3)[NH:13][CH:12]=2)=[CH:6][CH:5]=1)([CH3:3])[CH3:2]. The catalyst class is: 7. (2) Reactant: [Cl:1][C:2]1[CH:3]=[C:4]([C:8]2[N:9]=[CH:10][C:11]3[CH2:12][CH2:13][C:14]([CH3:20])([CH3:19])[C:15](=O)[C:16]=3[CH:17]=2)[CH:5]=[CH:6][CH:7]=1.[C:21](=[O:24])([O-])[O-].[NH4+:25].[NH4+:26].[C-]#N.[K+].S(=O)(O)[O-].[Na+].[CH2:35]([OH:37])C.Cl. Product: [Cl:1][C:2]1[CH:3]=[C:4]([C:8]2[N:9]=[CH:10][C:11]3[CH2:12][CH2:13][C:14]([CH3:20])([CH3:19])[C:15]4([C:35](=[O:37])[NH:26][C:21](=[O:24])[NH:25]4)[C:16]=3[CH:17]=2)[CH:5]=[CH:6][CH:7]=1. The catalyst class is: 6. (3) Reactant: [O:1]=[S:2]1(=[O:28])[C:7]2[CH:8]=[CH:9][CH:10]=[CH:11][C:6]=2[NH:5][C:4]([C:12]2[C:17](=[O:18])[N:16]([N:19]=[CH:20][CH:21]([CH3:23])C)[C:15]3[CH:24]=[CH:25][S:26][C:14]=3[C:13]=2[OH:27])=[N:3]1.CO.[BH4-].[Li+].Cl. Product: [O:1]=[S:2]1(=[O:28])[C:7]2[CH:8]=[CH:9][CH:10]=[CH:11][C:6]=2[NH:5][C:4]([C:12]2[C:17](=[O:18])[N:16]([NH:19][CH2:20][C:21]3[CH:23]=[CH:13][CH:12]=[CH:4][N:3]=3)[C:15]3[CH:24]=[CH:25][S:26][C:14]=3[C:13]=2[OH:27])=[N:3]1. The catalyst class is: 30. (4) Reactant: P([O-])([O-])([O-])=O.[K+].[K+].[K+].[NH2:9][C:10]1[C:17]([N+:18]([O-:20])=[O:19])=[C:16]([N:21]2[CH2:25][CH2:24][C@H:23]([N:26]([CH3:28])[CH3:27])[CH2:22]2)[C:15](Br)=[C:14]([CH3:30])[C:11]=1[C:12]#[N:13].[C:31]1(B(O)O)[CH:36]=[CH:35][CH:34]=[CH:33][CH:32]=1. Product: [NH2:9][C:10]1[C:17]([N+:18]([O-:20])=[O:19])=[C:16]([N:21]2[CH2:25][CH2:24][C@H:23]([N:26]([CH3:28])[CH3:27])[CH2:22]2)[C:15]([C:31]2[CH:36]=[CH:35][CH:34]=[CH:33][CH:32]=2)=[C:14]([CH3:30])[C:11]=1[C:12]#[N:13]. The catalyst class is: 203. (5) The catalyst class is: 7. Product: [CH3:1][O:2][C:3]1[CH:4]=[CH:5][C:6]([CH2:7][N:8]2[N:12]=[N:11][C:10]([C:13]3[CH:14]=[C:15]([CH2:16][OH:17])[CH:19]=[CH:20][CH:21]=3)=[N:9]2)=[CH:22][CH:23]=1. Reactant: [CH3:1][O:2][C:3]1[CH:23]=[CH:22][C:6]([CH2:7][N:8]2[N:12]=[N:11][C:10]([C:13]3[CH:14]=[C:15]([CH:19]=[CH:20][CH:21]=3)[C:16](Cl)=[O:17])=[N:9]2)=[CH:5][CH:4]=1.[H-].[Al+3].[Li+].[H-].[H-].[H-].Cl. (6) Reactant: [H-].[Al+3].[Li+].[H-].[H-].[H-].C([O:9][C:10](=O)[CH2:11][CH2:12][S:13][C:14]1[CH:15]=[C:16]([CH:20]=[CH:21][CH:22]=1)[C:17](O)=[O:18])C. Product: [OH:18][CH2:17][C:16]1[CH:15]=[C:14]([S:13][CH2:12][CH2:11][CH2:10][OH:9])[CH:22]=[CH:21][CH:20]=1. The catalyst class is: 1. (7) Product: [C:1]([O:9][C@H:10]1[C@@H:21]([O:22][C@H:63]2[O:71][C@H:72]([CH2:93][O:94][C:95](=[O:102])[C:96]3[CH:101]=[CH:100][CH:99]=[CH:98][CH:97]=3)[C@@H:73]([O:84][C:85](=[O:92])[C:86]3[CH:87]=[CH:88][CH:89]=[CH:90][CH:91]=3)[C@H:74]([O:75][C:76](=[O:83])[C:77]3[CH:78]=[CH:79][CH:80]=[CH:81][CH:82]=3)[C@@H:62]2[O:61][C:53](=[O:60])[C:54]2[CH:55]=[CH:56][CH:57]=[CH:58][CH:59]=2)[C@H:20]([O:23][C:24](=[O:31])[C:25]2[CH:30]=[CH:29][CH:28]=[CH:27][CH:26]=2)[C@@H:19]([CH2:32][O:33][C:34]([C:41]2[CH:42]=[CH:43][CH:44]=[CH:45][CH:46]=2)([C:35]2[CH:36]=[CH:37][CH:38]=[CH:39][CH:40]=2)[C:47]2[CH:48]=[CH:49][CH:50]=[CH:51][CH:52]=2)[O:18][C@@H:11]1[O:12][CH2:13][CH2:14][N:15]=[N+:16]=[N-:17])(=[O:8])[C:2]1[CH:3]=[CH:4][CH:5]=[CH:6][CH:7]=1. Reactant: [C:1]([O:9][C@H:10]1[C@@H:21]([OH:22])[C@H:20]([O:23][C:24](=[O:31])[C:25]2[CH:30]=[CH:29][CH:28]=[CH:27][CH:26]=2)[C@@H:19]([CH2:32][O:33][C:34]([C:47]2[CH:52]=[CH:51][CH:50]=[CH:49][CH:48]=2)([C:41]2[CH:46]=[CH:45][CH:44]=[CH:43][CH:42]=2)[C:35]2[CH:40]=[CH:39][CH:38]=[CH:37][CH:36]=2)[O:18][C@@H:11]1[O:12][CH2:13][CH2:14][N:15]=[N+:16]=[N-:17])(=[O:8])[C:2]1[CH:7]=[CH:6][CH:5]=[CH:4][CH:3]=1.[C:53]([O:61][C@H:62]1[C@@H:74]([O:75][C:76](=[O:83])[C:77]2[CH:82]=[CH:81][CH:80]=[CH:79][CH:78]=2)[C@H:73]([O:84][C:85](=[O:92])[C:86]2[CH:91]=[CH:90][CH:89]=[CH:88][CH:87]=2)[C@@H:72]([CH2:93][O:94][C:95](=[O:102])[C:96]2[CH:101]=[CH:100][CH:99]=[CH:98][CH:97]=2)[O:71][C@@H:63]1OC(=N)C(Cl)(Cl)Cl)(=[O:60])[C:54]1[CH:59]=[CH:58][CH:57]=[CH:56][CH:55]=1.[Si](OS(C(F)(F)F)(=O)=O)(C)(C)C. The catalyst class is: 2.